This data is from Full USPTO retrosynthesis dataset with 1.9M reactions from patents (1976-2016). The task is: Predict the reactants needed to synthesize the given product. (1) The reactants are: Br[C:2]1[C:3]([NH:14][C:15]2[C:24]3[C:19](=[CH:20][C:21]([F:26])=[CH:22][C:23]=3[F:25])[N:18]=[C:17]([C:27]3[CH:32]=[CH:31][CH:30]=[CH:29][N:28]=3)[C:16]=2[CH3:33])=[CH:4][C:5]([N:8]2[CH2:13][CH2:12][O:11][CH2:10][CH2:9]2)=[N:6][CH:7]=1.[C:34]1(B(O)O)[CH:39]=[CH:38][CH:37]=[CH:36][CH:35]=1.C1(P(C2CCCCC2)C2CCCCC2)CCCCC1.[O-]P([O-])([O-])=O.[K+].[K+].[K+]. Given the product [F:25][C:23]1[CH:22]=[C:21]([F:26])[CH:20]=[C:19]2[C:24]=1[C:15]([NH:14][C:3]1[C:2]([C:34]3[CH:39]=[CH:38][CH:37]=[CH:36][CH:35]=3)=[CH:7][N:6]=[C:5]([N:8]3[CH2:9][CH2:10][O:11][CH2:12][CH2:13]3)[CH:4]=1)=[C:16]([CH3:33])[C:17]([C:27]1[CH:32]=[CH:31][CH:30]=[CH:29][N:28]=1)=[N:18]2, predict the reactants needed to synthesize it. (2) Given the product [CH:1]1([C:7]2[C:14]([C:15]3[CH:16]=[C:17]4[C:22](=[CH:23][CH:24]=3)[N:21]=[C:20]([C:25]3[S:29][C:28]([CH3:30])=[N:27][C:26]=3[CH3:31])[CH:19]=[CH:18]4)=[C:13]([CH2:32][C:33]([N:35]3[CH2:36][CH2:37][O:38][CH2:39][CH2:40]3)=[O:34])[CH:12]=[C:9]([C:10]3[NH:43][N:42]=[N:41][N:11]=3)[CH:8]=2)[CH2:6][CH2:5][CH2:4][CH2:3][CH2:2]1, predict the reactants needed to synthesize it. The reactants are: [CH:1]1([C:7]2[CH:8]=[C:9]([CH:12]=[C:13]([CH2:32][C:33]([N:35]3[CH2:40][CH2:39][O:38][CH2:37][CH2:36]3)=[O:34])[C:14]=2[C:15]2[CH:16]=[C:17]3[C:22](=[CH:23][CH:24]=2)[N:21]=[C:20]([C:25]2[S:29][C:28]([CH3:30])=[N:27][C:26]=2[CH3:31])[CH:19]=[CH:18]3)[C:10]#[N:11])[CH2:6][CH2:5][CH2:4][CH2:3][CH2:2]1.[N:41]([Sn](C)(C)C)=[N+:42]=[N-:43]. (3) The reactants are: [OH:1][N:2]1[C:6](=[O:7])[CH2:5][CH2:4][C:3]1=[O:8].[CH:9]1[C:22]2[C:13](=[N:14][C:15]3[C:20]([C:21]=2[C:23]([O:25][C:26]2[C:31]([Br:32])=[CH:30][C:29]([CH2:33][CH2:34][C:35](O)=[O:36])=[CH:28][C:27]=2[Br:38])=[O:24])=[CH:19][CH:18]=[CH:17][CH:16]=3)[CH:12]=[CH:11][CH:10]=1.C1(N=C=NC2CCCCC2)CCCCC1. Given the product [CH:19]1[C:20]2[C:15](=[N:14][C:13]3[C:22]([C:21]=2[C:23]([O:25][C:26]2[C:27]([Br:38])=[CH:28][C:29]([CH2:33][CH2:34][C:35]([O:1][N:2]4[C:6](=[O:7])[CH2:5][CH2:4][C:3]4=[O:8])=[O:36])=[CH:30][C:31]=2[Br:32])=[O:24])=[CH:9][CH:10]=[CH:11][CH:12]=3)[CH:16]=[CH:17][CH:18]=1, predict the reactants needed to synthesize it. (4) Given the product [CH3:28][C:29]1[C:33]([C:2]2[CH:7]=[CH:6][C:5]([C:8]3[C:14]4[CH:15]=[C:16]([O:21][CH3:22])[C:17]([O:19][CH3:20])=[CH:18][C:13]=4[CH2:12][CH:11]([CH3:23])[N:10]([C:24]([NH:26][CH3:27])=[O:25])[N:9]=3)=[CH:4][CH:3]=2)=[C:32]([CH3:37])[O:31][N:30]=1, predict the reactants needed to synthesize it. The reactants are: Br[C:2]1[CH:7]=[CH:6][C:5]([C:8]2[C:14]3[CH:15]=[C:16]([O:21][CH3:22])[C:17]([O:19][CH3:20])=[CH:18][C:13]=3[CH2:12][CH:11]([CH3:23])[N:10]([C:24]([NH:26][CH3:27])=[O:25])[N:9]=2)=[CH:4][CH:3]=1.[CH3:28][C:29]1[C:33](B(O)O)=[C:32]([CH3:37])[O:31][N:30]=1.C(=O)([O-])[O-].[K+].[K+]. (5) Given the product [NH2:1][C:2]1[C:7]([C:8]([C:10]2[CH:15]=[C:14]([F:16])[CH:13]=[CH:12][C:11]=2[O:17][CH3:18])=[O:9])=[CH:6][CH:5]=[C:4]([NH:20][CH:21]2[CH2:26][CH2:25][N:24]([CH2:27][C:28]3[CH:33]=[CH:32][CH:31]=[CH:30][CH:29]=3)[CH2:23][CH2:22]2)[N:3]=1, predict the reactants needed to synthesize it. The reactants are: [NH2:1][C:2]1[C:7]([C:8]([C:10]2[CH:15]=[C:14]([F:16])[CH:13]=[CH:12][C:11]=2[O:17][CH3:18])=[O:9])=[CH:6][CH:5]=[C:4](Cl)[N:3]=1.[NH2:20][CH:21]1[CH2:26][CH2:25][N:24]([CH2:27][C:28]2[CH:33]=[CH:32][CH:31]=[CH:30][CH:29]=2)[CH2:23][CH2:22]1. (6) Given the product [F:1][CH:2]([CH2:8][CH:9]1[CH2:14][CH2:13][CH:12]([CH2:15][CH2:16][CH3:17])[CH2:11][CH2:10]1)[C:3]([O:5][CH2:6][CH3:7])=[O:4], predict the reactants needed to synthesize it. The reactants are: [F:1][CH:2]([CH:8](OC(SC)=S)[CH:9]1[CH2:14][CH2:13][CH:12]([CH2:15][CH2:16][CH3:17])[CH2:11][CH2:10]1)[C:3]([O:5][CH2:6][CH3:7])=[O:4].C(OOC(C)(C)C)(C)(C)C.O1CCOCC1.O. (7) The reactants are: [C:1]([O:5][C:6]([C:8]1([C:24](=[O:38])[NH:25][C:26]2[C:35]3[C:30](=[CH:31][CH:32]=[C:33]([O:36][CH3:37])[N:34]=3)[N:29]=[CH:28][CH:27]=2)[CH2:13][CH2:12][N:11](C(OCC2C=CC=CC=2)=O)[CH2:10][CH2:9]1)=[O:7])([CH3:4])([CH3:3])[CH3:2].[H][H]. Given the product [C:1]([O:5][C:6]([C:8]1([C:24](=[O:38])[NH:25][C:26]2[C:35]3[C:30](=[CH:31][CH:32]=[C:33]([O:36][CH3:37])[N:34]=3)[N:29]=[CH:28][CH:27]=2)[CH2:9][CH2:10][NH:11][CH2:12][CH2:13]1)=[O:7])([CH3:4])([CH3:3])[CH3:2], predict the reactants needed to synthesize it. (8) Given the product [CH2:11]([N:18]([CH2:19][CH2:20][O:21][Si:22]([C:25]([CH3:28])([CH3:27])[CH3:26])([CH3:23])[CH3:24])[C:4](=[O:6])[C:3]1[CH:7]=[CH:8][CH:9]=[N:10][C:2]=1[Cl:1])[C:12]1[CH:17]=[CH:16][CH:15]=[CH:14][CH:13]=1, predict the reactants needed to synthesize it. The reactants are: [Cl:1][C:2]1[N:10]=[CH:9][CH:8]=[CH:7][C:3]=1[C:4]([OH:6])=O.[CH2:11]([NH:18][CH2:19][CH2:20][O:21][Si:22]([C:25]([CH3:28])([CH3:27])[CH3:26])([CH3:24])[CH3:23])[C:12]1[CH:17]=[CH:16][CH:15]=[CH:14][CH:13]=1.C1C=CC2N(O)N=NC=2C=1.O.CCN=C=NCCCN(C)C.Cl. (9) Given the product [CH3:24][C:23]1[CH:22]=[C:21]([CH3:25])[NH:20][C:19](=[O:26])[C:18]=1[CH2:17][NH:16][C:14]([C:4]1[C:5]2[CH:10]=[N:9][N:8]([CH:11]([CH3:13])[CH3:12])[C:6]=2[N:7]=[C:2]([NH:27][CH2:28][CH2:29][OH:30])[CH:3]=1)=[O:15], predict the reactants needed to synthesize it. The reactants are: Cl[C:2]1[CH:3]=[C:4]([C:14]([NH:16][CH2:17][C:18]2[C:19](=[O:26])[NH:20][C:21]([CH3:25])=[CH:22][C:23]=2[CH3:24])=[O:15])[C:5]2[CH:10]=[N:9][N:8]([CH:11]([CH3:13])[CH3:12])[C:6]=2[N:7]=1.[NH2:27][CH2:28][CH2:29][OH:30].